This data is from Full USPTO retrosynthesis dataset with 1.9M reactions from patents (1976-2016). The task is: Predict the reactants needed to synthesize the given product. (1) The reactants are: [N+:1]([C:4]1[CH:24]=[CH:23][C:7]([O:8][C:9]2[N:14]=[CH:13][N:12]=[C:11]([NH:15][CH:16]3[CH2:21][CH2:20][CH:19]([OH:22])[CH2:18][CH2:17]3)[CH:10]=2)=[CH:6][CH:5]=1)([O-])=O. Given the product [NH2:1][C:4]1[CH:5]=[CH:6][C:7]([O:8][C:9]2[N:14]=[CH:13][N:12]=[C:11]([NH:15][CH:16]3[CH2:17][CH2:18][CH:19]([OH:22])[CH2:20][CH2:21]3)[CH:10]=2)=[CH:23][CH:24]=1, predict the reactants needed to synthesize it. (2) Given the product [CH3:31][C:21]1[CH:22]=[CH:23][C:24]([S:27]([OH:30])(=[O:29])=[O:28])=[CH:25][CH:26]=1.[Cl:3][C:4]1[N:9]=[C:8]2[C:36]([N:35]([CH3:37])[C:33](=[O:34])[N:10]2[CH:11]2[CH2:12][CH2:13][NH:14][CH2:15][CH2:16]2)=[CH:6][N:5]=1, predict the reactants needed to synthesize it. The reactants are: IC.[Cl:3][C:4]1[N:9]=[C:8]([NH:10][CH:11]2[CH2:16][CH2:15][NH:14][CH2:13][CH2:12]2)C(N)=[CH:6][N:5]=1.[H-].[Na+].O.[C:21]1([CH3:31])[CH:26]=[CH:25][C:24]([S:27]([OH:30])(=[O:29])=[O:28])=[CH:23][CH:22]=1.C[C:33]([N:35]([CH3:37])[CH3:36])=[O:34]. (3) The reactants are: [F:1][C:2]([F:19])([F:18])[CH2:3][CH2:4][CH2:5][S:6][C:7]1[C:8]([C:12]2[CH:13]=[N:14][CH:15]=[CH:16][CH:17]=2)=[N:9][NH:10][CH:11]=1.[CH3:20]SC1C(C2C=NC=CC=2)=NNC=1. Given the product [F:19][C:2]([F:1])([F:18])[CH2:3][CH2:4][CH2:5][S:6][C:7]1[C:8]([C:12]2[CH2:13][N:14]([CH3:20])[CH2:15][CH2:16][CH:17]=2)=[N:9][NH:10][CH:11]=1, predict the reactants needed to synthesize it. (4) Given the product [OH:18][C@@H:4]1[CH2:3][C:2]([CH3:19])([CH3:1])[O:7][C@@H:6]([C:8]2[CH:17]=[CH:16][C:11]([C:12]([O:14][CH3:15])=[O:13])=[CH:10][CH:9]=2)[CH2:5]1, predict the reactants needed to synthesize it. The reactants are: [CH3:1][C:2]1([CH3:19])[O:7][CH:6]([C:8]2[CH:17]=[CH:16][C:11]([C:12]([O:14][CH3:15])=[O:13])=[CH:10][CH:9]=2)[CH2:5][C:4](=[O:18])[CH2:3]1.[BH4-].[Na+].